Dataset: Reaction yield outcomes from USPTO patents with 853,638 reactions. Task: Predict the reaction yield, written as a fraction of the theoretical maximum amount of product (1.0 means a 100% yield; for example, 0.34 means a 34% yield). The reactants are [C:1]([C:4]1[CH:5]=[C:6]([CH:17]=[CH:18][CH:19]=1)[O:7][C:8]1[CH:13]=[CH:12][C:11]([N+:14]([O-])=O)=[CH:10][CH:9]=1)([OH:3])=[O:2]. The catalyst is CO.[Pd]. The product is [C:1]([C:4]1[CH:5]=[C:6]([CH:17]=[CH:18][CH:19]=1)[O:7][C:8]1[CH:13]=[CH:12][C:11]([NH2:14])=[CH:10][CH:9]=1)([OH:3])=[O:2]. The yield is 0.480.